This data is from Catalyst prediction with 721,799 reactions and 888 catalyst types from USPTO. The task is: Predict which catalyst facilitates the given reaction. (1) Reactant: C[O:2][C:3]([C:5]1[CH:9]=[C:8]([CH2:10][CH2:11][CH2:12][C:13]2[NH:23][C:16]3[N:17]=[C:18]([NH2:22])[NH:19][C:20](=[O:21])[C:15]=3[CH:14]=2)[S:7][CH:6]=1)=[O:4].[OH-].[Na+].C(Cl)(Cl)Cl.CO. Product: [NH2:22][C:18]1[NH:19][C:20](=[O:21])[C:15]2[CH:14]=[C:13]([CH2:12][CH2:11][CH2:10][C:8]3[S:7][CH:6]=[C:5]([C:3]([OH:4])=[O:2])[CH:9]=3)[NH:23][C:16]=2[N:17]=1. The catalyst class is: 5. (2) Reactant: [CH:1]1([C:7]2[C:8]3[CH:9]=[CH:10][C:11]([C:34]([O:36][CH3:37])=[O:35])=[CH:12][C:13]=3[N:14]3[CH2:21][C:20](=O)[N:19]([CH2:23][CH2:24][N:25]([CH3:27])[CH3:26])[CH2:18][C:17]4[CH:28]=[C:29]([O:32][CH3:33])[CH:30]=[CH:31][C:16]=4[C:15]=23)[CH2:6][CH2:5][CH2:4][CH2:3][CH2:2]1.CO. Product: [CH:1]1([C:7]2[C:8]3[CH:9]=[CH:10][C:11]([C:34]([O:36][CH3:37])=[O:35])=[CH:12][C:13]=3[N:14]3[CH2:21][CH2:20][N:19]([CH2:23][CH2:24][N:25]([CH3:26])[CH3:27])[CH2:18][C:17]4[CH:28]=[C:29]([O:32][CH3:33])[CH:30]=[CH:31][C:16]=4[C:15]=23)[CH2:6][CH2:5][CH2:4][CH2:3][CH2:2]1. The catalyst class is: 1. (3) Reactant: [I-].[CH3:2][P+](C1C=CC=CC=1)(C1C=CC=CC=1)C1C=CC=CC=1.C[Si](C)(C)[N-][Si](C)(C)C.[K+].[Br:32][C:33]1[CH:34]=[C:35]2[C:40](=[CH:41][CH:42]=1)[C:39](=O)[CH2:38][CH2:37][CH2:36]2.[Cl-].[NH4+]. Product: [Br:32][C:33]1[CH:34]=[C:35]2[C:40](=[CH:41][CH:42]=1)[C:39](=[CH2:2])[CH2:38][CH2:37][CH2:36]2. The catalyst class is: 54. (4) Reactant: [CH:1]([C:4]1[C:12]([C:13](=[O:16])[CH2:14][CH3:15])=[C:7]2[CH:8]=[CH:9][CH:10]=[CH:11][N:6]2[N:5]=1)([CH3:3])[CH3:2].CC([O-])(C)C.[K+].C([O:28][N:29]=O)CC(C)C. Product: [OH:28]/[N:29]=[C:14](/[CH3:15])\[C:13]([C:12]1[C:4]([CH:1]([CH3:3])[CH3:2])=[N:5][N:6]2[CH:11]=[CH:10][CH:9]=[CH:8][C:7]=12)=[O:16]. The catalyst class is: 218.